From a dataset of Experimentally validated miRNA-target interactions with 360,000+ pairs, plus equal number of negative samples. Binary Classification. Given a miRNA mature sequence and a target amino acid sequence, predict their likelihood of interaction. (1) The miRNA is hsa-miR-125a-3p with sequence ACAGGUGAGGUUCUUGGGAGCC. The protein sequence of the target gene is MMGCWILNEGLSTILVLSWLGINFYLFIDTFYWYEEEESFHYTRVILGSTLAWARASALCLNFNCMLILIPVSRNLISFIRGTSICCRGPWRRQLDKNLRFHKLVAYGIAVNATIHIVAHFFNLERYHWSQSEEAQGLLAALSKLGNTPNESYLNPVRTFPTNTTTELLRTIAGVTGLVISLALVLIMTSSTEFIRQASYELFWYTHHVFIVFFLSLAIHGTGRIVRGQTQDSLSLHNITFCRDRYAEWQTVAQCPVPQFSGKEPSAWKWILGPVVLYACERIIRFWRFQQEVVITKVVS.... Result: 0 (no interaction). (2) Result: 0 (no interaction). The miRNA is hsa-miR-6081 with sequence AGGAGCAGUGCCGGCCAAGGCGCC. The protein sequence of the target gene is MKVLLRLICFIALLISSLEADKCKEREEKIILVSSANEIDVRPCPLNPNEHKGTITWYKDDSKTPVSTEQASRIHQHKEKLWFVPAKVEDSGHYYCVVRNSSYCLRIKISAKFVENEPNLCYNAQAIFKQKLPVAGDGGLVCPYMEFFKNENNELPKLQWYKDCKPLLLDNIHFSGVKDRLIVMNVAEKHRGNYTCHASYTYLGKQYPITRVIEFITLEENKPTRPVIVSPANETMEVDLGSQIQLICNVTGQLSDIAYWKWNGSVIDEDDPVLGEDYYSVENPANKRRSTLITVLNISE.... (3) The miRNA is mmu-miR-3065-5p with sequence UCAACAAAAUCACUGAUGCUGG. The protein sequence of the target gene is MFHEEVPNSTHPQEQDCLPSQHANAYKDMPVGQENGGVSEAGECLSSTSCEYGPSTSAEACVLAATRRGPTLLHIDRHQIPAVEPSAQALELQGLGVDVYDQAVLEQGVLQQVDSAMHEASCVAQLADAEKEYQSVLDDLMSCTTSLRQINKIIEQLSPQAASNRDINRKLDSVKRQKYNKEQQLKKITAKQKRLQAILGGAGVQVELDHASLEEDDAEPGPSCLGSMLMPAQETAWEELIRTGQMTPFGTPAPQKQEKKPRKIMLNEASGFEKYLAEQAQLSFERKKQAATKRTAKKAI.... Result: 1 (interaction). (4) The miRNA is hsa-miR-19b-3p with sequence UGUGCAAAUCCAUGCAAAACUGA. The protein sequence of the target gene is MSAAEAGGVFHRARGRTLAAFPAEKESEWKGPFYFILGADPQFGLIKAWSTGDCDNGGDEWEQEIRLTEQAVQAINKLNPKPKFFVLCGDLIHAMPGKPWRTEQTEDLKRVLRAVDRAIPLVLVSGNHDIGNTPTAETVEEFCRTWGDDYFSFWVGGVLFLVLNSQFYENPSKCPSLKQAQDQWLDEQLSIARQRHCQHAIVFQHIPLFLESIDEDDDYYFNLSKSTRKKLADKFIHAGVKVVFSGHYHRNAGGTYQNLDMVVSSAIGCQLGRDPHGLRVVVVTAEKIVHRYYSLDELSE.... Result: 1 (interaction). (5) The miRNA is mmu-miR-467f with sequence AUAUACACACACACACCUACA. The protein sequence of the target gene is MSFLGGFFGPICEIDVALNDGETRKMAEMKTEDGKVEKHYLFYDGESVSGKVNLAFKQPGKRLEHQGIRIEFVGQIELFNDKSNTHEFVNLVKELALPGELTQSRSYDFEFMQVEKPYESYIGANVRLRYFLKVTIVRRLTDLVKEYDLIVHQLATYPDVNNSIKMEVGIEDCLHIEFEYNKSKYHLKDVIVGKIYFLLVRIKIQHMELQLIKKEITGIGPSTTTETETIAKYEIMDGAPVKGESIPIRLFLAGYDPTPTMRDVNKKFSVRYFLNLVLVDEEDRRYFKQQEIILWRKAPE.... Result: 1 (interaction). (6) The miRNA is hsa-miR-489-5p with sequence GGUCGUAUGUGUGACGCCAUUU. The protein sequence of the target gene is MERSGGNGGGGGGGGGGGGGYGGSGGGGGGAGVPSEGAAKGLSLLLAKSAEAASGRASQSTPRSAGMDGFLKSDERQRLAKERREEREKCLAAREQQILEKQKRAKLQYEKQIEERWRKLEEQRQREDQKRAAVEEKRKQKLREEEERLEAMMRRSLERTQQLELKKKCSWAGSPGPGGRDGESENTPPLPLTLATSTPPLDTGTTTAAAESTNACDKLSTSTMNLPKQTESPMSKHLSSSTVAISYSPDRALGSPLKSSYKSSPTRTTEKKKNTPISAMGDAGKGAMAGGEPSQMEKMK.... Result: 0 (no interaction).